The task is: Regression. Given a peptide amino acid sequence and an MHC pseudo amino acid sequence, predict their binding affinity value. This is MHC class I binding data.. This data is from Peptide-MHC class I binding affinity with 185,985 pairs from IEDB/IMGT. (1) The peptide sequence is KVSAQNISFK. The MHC is HLA-A33:01 with pseudo-sequence HLA-A33:01. The binding affinity (normalized) is 0.251. (2) The peptide sequence is RYCINSASL. The MHC is H-2-Dd with pseudo-sequence H-2-Dd. The binding affinity (normalized) is 0. (3) The peptide sequence is ERILSTYLGR. The MHC is HLA-B18:01 with pseudo-sequence HLA-B18:01. The binding affinity (normalized) is 0.203. (4) The peptide sequence is YTFEPHYFY. The MHC is HLA-A01:01 with pseudo-sequence HLA-A01:01. The binding affinity (normalized) is 0.949. (5) The peptide sequence is YPYSSSARF. The MHC is HLA-C14:02 with pseudo-sequence HLA-C14:02. The binding affinity (normalized) is 0.563. (6) The peptide sequence is GLSDRVVFV. The MHC is HLA-A02:06 with pseudo-sequence HLA-A02:06. The binding affinity (normalized) is 0.609. (7) The peptide sequence is ILTREMGFL. The MHC is HLA-A02:01 with pseudo-sequence HLA-A02:01. The binding affinity (normalized) is 0.286. (8) The peptide sequence is YALTEYHAM. The MHC is HLA-B27:03 with pseudo-sequence HLA-B27:03. The binding affinity (normalized) is 0.0847. (9) The peptide sequence is QVPLRPMTSK. The MHC is HLA-A29:02 with pseudo-sequence HLA-A29:02. The binding affinity (normalized) is 0.